This data is from Full USPTO retrosynthesis dataset with 1.9M reactions from patents (1976-2016). The task is: Predict the reactants needed to synthesize the given product. (1) Given the product [CH3:31][O:30][C:27]1[CH:26]=[CH:25][C:24]([CH2:23][N:21]2[CH:22]=[C:18]([CH2:17][O:16][C:14]([C:13]3[CH:12]=[CH:11][C:10]([O:9][C:7]([CH3:34])([CH3:8])[C:6]([OH:35])=[O:5])=[CH:33][CH:32]=3)=[O:15])[N:19]=[N:20]2)=[CH:29][CH:28]=1, predict the reactants needed to synthesize it. The reactants are: C([O:5][C:6](=[O:35])[C:7]([CH3:34])([O:9][C:10]1[CH:33]=[CH:32][C:13]([C:14]([O:16][CH2:17][C:18]2[N:19]=[N:20][N:21]([CH2:23][C:24]3[CH:29]=[CH:28][C:27]([O:30][CH3:31])=[CH:26][CH:25]=3)[CH:22]=2)=[O:15])=[CH:12][CH:11]=1)[CH3:8])(C)(C)C.Cl. (2) Given the product [CH2:1]([C:3]1[C:4]([O:13][CH2:23][O:24][CH3:25])=[C:5]([C:9]([CH3:12])=[CH:10][CH:11]=1)[C:6]([OH:8])=[O:7])[CH3:2], predict the reactants needed to synthesize it. The reactants are: [CH2:1]([C:3]1[C:4]([OH:13])=[C:5]([C:9]([CH3:12])=[CH:10][CH:11]=1)[C:6]([OH:8])=[O:7])[CH3:2].C(N(C(C)C)CC)(C)C.[CH3:23][O:24][CH2:25]Cl. (3) Given the product [C:1]([O:5][C:6]([NH:8][C:9]1[CH:10]=[CH:11][C:12]([C:15]2([OH:24])[N:25]([C:27]3[CH:28]=[N:29][CH:30]=[CH:31][CH:32]=3)[N:26]=[C:17]([C:18]([O:20][CH2:21][CH3:22])=[O:19])[CH2:16]2)=[N:13][CH:14]=1)=[O:7])([CH3:4])([CH3:3])[CH3:2], predict the reactants needed to synthesize it. The reactants are: [C:1]([O:5][C:6]([NH:8][C:9]1[CH:10]=[CH:11][C:12]([C:15](=[O:24])[CH2:16][C:17](=O)[C:18]([O:20][CH2:21][CH3:22])=[O:19])=[N:13][CH:14]=1)=[O:7])([CH3:4])([CH3:3])[CH3:2].[NH:25]([C:27]1[CH:28]=[N:29][CH:30]=[CH:31][CH:32]=1)[NH2:26]. (4) Given the product [Cl:31][C:11]1[CH:12]=[C:13]([CH:29]=[CH:30][C:10]=1[C:8]([N:4]1[CH2:5][CH2:6][CH2:7][C@@H:3]1[CH2:2][NH:1][C:35]([NH:34][CH2:32][CH3:33])=[O:36])=[O:9])[C:14]([NH:16][C@H:17]([C:19]1[NH:23][C:22]2[CH:24]=[CH:25][C:26]([Cl:28])=[CH:27][C:21]=2[N:20]=1)[CH3:18])=[O:15], predict the reactants needed to synthesize it. The reactants are: [NH2:1][CH2:2][C@H:3]1[CH2:7][CH2:6][CH2:5][N:4]1[C:8]([C:10]1[CH:30]=[CH:29][C:13]([C:14]([NH:16][C@H:17]([C:19]2[NH:23][C:22]3[CH:24]=[CH:25][C:26]([Cl:28])=[CH:27][C:21]=3[N:20]=2)[CH3:18])=[O:15])=[CH:12][C:11]=1[Cl:31])=[O:9].[CH2:32]([N:34]=[C:35]=[O:36])[CH3:33].C(N(CC)CC)C.